Dataset: Catalyst prediction with 721,799 reactions and 888 catalyst types from USPTO. Task: Predict which catalyst facilitates the given reaction. The catalyst class is: 1. Product: [Si:11]([O:18][C:19]1[CH:24]=[CH:23][C:22]([CH:25]([CH2:42][C:41]([O:40][C:36]([CH3:39])([CH3:38])[CH3:37])=[O:44])[C:26]([O:28][CH2:29][C:30]2[CH:35]=[CH:34][CH:33]=[CH:32][CH:31]=2)=[O:27])=[CH:21][CH:20]=1)([C:14]([CH3:16])([CH3:17])[CH3:15])([CH3:13])[CH3:12]. Reactant: C[Si]([N-][Si](C)(C)C)(C)C.[Li+].[Si:11]([O:18][C:19]1[CH:24]=[CH:23][C:22]([CH2:25][C:26]([O:28][CH2:29][C:30]2[CH:35]=[CH:34][CH:33]=[CH:32][CH:31]=2)=[O:27])=[CH:21][CH:20]=1)([C:14]([CH3:17])([CH3:16])[CH3:15])([CH3:13])[CH3:12].[C:36]([O:40][C:41](=[O:44])[CH2:42]Br)([CH3:39])([CH3:38])[CH3:37].[Cl-].[NH4+].